Task: Predict the product of the given reaction.. Dataset: Forward reaction prediction with 1.9M reactions from USPTO patents (1976-2016) (1) Given the reactants [CH3:1][O:2][C:3]1[CH:4]=[C:5]2[C:10](=[CH:11][C:12]=1[O:13][CH3:14])[N:9]=[CH:8][N:7]=[C:6]2[O:15][C:16]1[CH:17]=[C:18]2[C:23](=[CH:24][CH:25]=1)[C:22]([C:26](O)=[O:27])=[CH:21][CH:20]=[CH:19]2.[NH2:29][CH2:30][C:31]1[CH:32]=[C:33]([CH:44]=[CH:45][CH:46]=1)[C:34]([NH:36][C:37]1[CH:42]=[CH:41][CH:40]=[CH:39][C:38]=1[NH2:43])=[O:35], predict the reaction product. The product is: [NH2:43][C:38]1[CH:39]=[CH:40][CH:41]=[CH:42][C:37]=1[NH:36][C:34]([C:33]1[CH:32]=[C:31]([CH:46]=[CH:45][CH:44]=1)[CH2:30][NH:29][C:26]([C:22]1[C:23]2[C:18](=[CH:17][C:16]([O:15][C:6]3[C:5]4[C:10](=[CH:11][C:12]([O:13][CH3:14])=[C:3]([O:2][CH3:1])[CH:4]=4)[N:9]=[CH:8][N:7]=3)=[CH:25][CH:24]=2)[CH:19]=[CH:20][CH:21]=1)=[O:27])=[O:35]. (2) Given the reactants C([Si](CC)(C(C)C)[O:4][CH:5]1[CH2:17][CH2:16][CH:15]([CH3:18])[CH:14]([O:19][C:20]([N:22]2[CH2:27][CH2:26][N:25]([CH:28]3[CH2:33][CH2:32][N:31]([CH3:34])[CH2:30][CH2:29]3)[CH2:24][CH2:23]2)=[O:21])[CH:13]=[CH:12][CH:11]([CH3:35])[CH:10](/[C:36](/[CH3:61])=[CH:37]/[CH:38]=[CH:39]/[C:40]([OH:60])([CH3:59])[CH2:41][CH:42]2[O:58][CH:43]2[CH:44]([CH3:57])[CH:45]([O:48][Si](CC)(CC)C(C)C)[CH2:46][CH3:47])[O:9][C:7](=[O:8])[CH2:6]1)C.[F-].C([N+](CCCC)(CCCC)CCCC)CCC, predict the reaction product. The product is: [OH:4][CH:5]1[CH2:17][CH2:16][CH:15]([CH3:18])[CH:14]([O:19][C:20]([N:22]2[CH2:27][CH2:26][N:25]([CH:28]3[CH2:29][CH2:30][N:31]([CH3:34])[CH2:32][CH2:33]3)[CH2:24][CH2:23]2)=[O:21])[CH:13]=[CH:12][CH:11]([CH3:35])[CH:10](/[C:36](/[CH3:61])=[CH:37]/[CH:38]=[CH:39]/[C:40]([OH:60])([CH3:59])[CH2:41][CH:42]2[O:58][CH:43]2[CH:44]([CH3:57])[CH:45]([OH:48])[CH2:46][CH3:47])[O:9][C:7](=[O:8])[CH2:6]1. (3) Given the reactants [C:1]([C:4]1[CH:5]=[C:6](B(O)O)[CH:7]=[N:8][CH:9]=1)#[C:2][CH3:3].[NH2:13][C:14]1[C:22]2[C:17](=[CH:18][CH:19]=[CH:20][C:21]=2[F:23])[C:16]([C:32]2[CH:33]=[C:34]([CH3:40])[C:35](=[O:39])[N:36]([CH3:38])[CH:37]=2)([C:24]2[CH:29]=[CH:28][C:27]([F:30])=[C:26](Br)[CH:25]=2)[N:15]=1, predict the reaction product. The product is: [NH2:13][C:14]1[C:22]2[C:17](=[CH:18][CH:19]=[CH:20][C:21]=2[F:23])[C:16]([C:32]2[CH:33]=[C:34]([CH3:40])[C:35](=[O:39])[N:36]([CH3:38])[CH:37]=2)([C:24]2[CH:29]=[CH:28][C:27]([F:30])=[C:26]([C:6]3[CH:7]=[N:8][CH:9]=[C:4]([C:1]#[C:2][CH3:3])[CH:5]=3)[CH:25]=2)[N:15]=1. (4) Given the reactants [F:1][C:2]1[CH:3]=[C:4]([S:14]([NH:17][C:18]2[CH:19]=[CH:20][C:21]([O:38][CH3:39])=[C:22]([NH:24][C:25](=[O:37])[C:26]([NH:29]C(=O)OC(C)(C)C)([CH3:28])[CH3:27])[CH:23]=2)(=[O:16])=[O:15])[CH:5]=[CH:6][C:7]=1[C:8]1[O:9][C:10]([CH3:13])=[CH:11][CH:12]=1.[ClH:40], predict the reaction product. The product is: [ClH:40].[F:1][C:2]1[CH:3]=[C:4]([S:14]([NH:17][C:18]2[CH:19]=[CH:20][C:21]([O:38][CH3:39])=[C:22]([NH:24][C:25](=[O:37])[C:26]([CH3:28])([CH3:27])[NH2:29])[CH:23]=2)(=[O:16])=[O:15])[CH:5]=[CH:6][C:7]=1[C:8]1[O:9][C:10]([CH3:13])=[CH:11][CH:12]=1. (5) Given the reactants [Br:1][C:2]1[CH:3]=[C:4]2[C:9](=[CH:10][CH:11]=1)[CH:8]1[CH2:12][CH:6]([CH2:7]1)[C:5]2=[N:13]O.S(Cl)(Cl)=[O:16], predict the reaction product. The product is: [Br:1][C:2]1[CH:3]=[C:4]2[C:9]([CH:8]3[CH2:12][CH:6]([NH:13][C:5]2=[O:16])[CH2:7]3)=[CH:10][CH:11]=1.